Task: Binary Classification. Given a miRNA mature sequence and a target amino acid sequence, predict their likelihood of interaction.. Dataset: Experimentally validated miRNA-target interactions with 360,000+ pairs, plus equal number of negative samples (1) The miRNA is mmu-miR-466h-5p with sequence UGUGUGCAUGUGCUUGUGUGUA. The protein sequence of the target gene is MATALPRTLGELQLYRILQKANLLSYFDAFIQQGGDDVQQLCEAGEEEFLEIMALVGMASKPLHVRRLQKALRDWVTNPGLFNQPLTSLPVSSIPIYKLPEGSPTWLGISCNSYERSSSSREPHLKIPKCAATTCVQSLGQGKSEVGSLALQSVSDSRLWQGHHATESEHSLSPADLGSPASPKESSEALDAAAALSVAECVERMAPTLPKSDLSEVKELLKNNKKLAKMIGHIFEMSDEDPHKEEEIRKYSAIYGRFDSKRKDGKHLTLHELTVNEAAAQLCVKDNALLTRRDELFALA.... Result: 1 (interaction). (2) The miRNA is hsa-miR-4252 with sequence GGCCACUGAGUCAGCACCA. The protein sequence of the target gene is MESCSVAQAGVLTSPFMWRWTGMAGALSALDNTIEDDADDQLPCGEGRPGWVRGELLGSQGVCKDSKDLFVPTSSSLYGCFCVGLVSGMAISVLLLASDFRKLDFSRPEPCFEKEASLWFVAQH. Result: 1 (interaction). (3) The miRNA is hsa-miR-3164 with sequence UGUGACUUUAAGGGAAAUGGCG. The protein sequence of the target gene is METPAAAAPAGSLFPSFLLLACGTLVAALLGAAHRLGLFYQLLHKVDKASVRHGGENVAAVLRAHGVRFIFTLVGGHISPLLVACEKLGIRVVDTRHEVTAVFAADAMARLSGTVGVAAVTAGPGLTNTVTAVKNAQMAQSPILLLGGAASTLLQNRGALQAVDQLSLFRPLCKFCVSVRRVRDIVPTLRAAMAAAQSGTPGPVFVELPVDVLYPYFMVQKEMVPAKPPKGLVGRVVSWYLENYLANLFAGAWEPQPEGPLPLDIPQASPQQVQRCVEILSRAKRPLMVLGSQALLTPTS.... Result: 0 (no interaction). (4) The miRNA is hsa-miR-550a-3p with sequence UGUCUUACUCCCUCAGGCACAU. The protein sequence of the target gene is MAAAAGDGGGEGGAGLGSAAGLGPGPGLRGQGPSAEAHEGAPDPMPAALHPEEVAARLQRMQRELSNRRKILVKNLPQDSNCQEVHDLLKDYDLKYCYVDRNKRTAFVTLLNGEQAQNAIQMFHQYSFRGKDLIVQLQPTDALLCITNVPISFTSEEFEELVRAYGNIERCFLVYSEVTGHSKGYGFVEYMKKDFAAKARLELLGRQLGASALFAQWMDVNLLASELIHSKCLCIDKLPSDYRDSEELLQIFSSVHKPVFCQLAQDEGSYVGGFAVVEYSTAEQAEEVQQAADGMTIKGS.... Result: 0 (no interaction). (5) The miRNA is hsa-miR-3195 with sequence CGCGCCGGGCCCGGGUU. The protein sequence of the target gene is MQRRSRGINTGLILLLSQIFHVGINNIPPVTLATLALNIWFFLNPQKPLYSSCLSVEKCYQQKDWQRLLLSPLHHADDWHLYFNMASMLWKGINLERRLGSRWFAYVITAFSVLTGVVYLLLQFAVAEFMDEPDFKRSCAVGFSGVLFALKVLNNHYCPGGFVNILGFPVPNRFACWVELVAIHLFSPGTSFAGHLAGILVGLMYTQGPLKKIMEACAGGFSSSVGYPGRQYYFNSSGSSGYQDYYPHGRPDHYEEAPRNYDTYTAGLSEEEQLERALQASLWDRGNTRNSPPPYGFHLS.... Result: 1 (interaction). (6) The miRNA is mmu-miR-9-5p with sequence UCUUUGGUUAUCUAGCUGUAUGA. The protein sequence of the target gene is MFGGLSSWLGLKPPEGAAAEGEEPPSRDGDKLSAGAAPSEESPERPVEPTEEQQQQPPTEDPQFLHQAKGLGNYLYNFASAATKKITESVTETAQTIKKSVEEGKIDDILDKTILGDFQKEQKKFVEEQNTKKSEAAVPPWVESHDEETIQQQILALSADKRNFLRDPPAGVQFNFDFDQMYPVALVMLQEDELLSKMRFALVPKLVKEEVFWRNYFYRISLIKQSAQLTALAAQQQASGKEEKSSNRDDNLPLTEAVRPKTPPVVIKSQLKSQEDEEEISTSPGVSEFVSDAFDTCSLN.... Result: 1 (interaction). (7) Result: 0 (no interaction). The miRNA is cel-miR-42-3p with sequence UCACCGGGUUAACAUCUACAGA. The protein sequence of the target gene is MKLPIFIADAFTATAFRGNPAAVCLLERTLDEDAHQDIAREMNLSETAFVRKLQPTDDFTQSSRFGLRWFTPEAEFPLCGHATLASAAVLFQKRKNTNSTLTFVTMSGELKARREEDGIVLDFPVYPTFPQDFHEVEDLIKAAIGDTLVQDIRYSPDTKNLLVRLSDSYDRSFLESLKVNTEPLPAIEKTGKVRGLILTVKGEPGGQTALYDFYSRCFAPWVGVAEDPVTGSTHTLLGPYWSEELGKKEMRAFQCSRRGGELDINLRPDGRVDIKGGAVIVLEGTLTA. (8) The miRNA is hsa-miR-32-5p with sequence UAUUGCACAUUACUAAGUUGCA. The protein sequence of the target gene is MGLLAFRDVALEFSPEEWECLDPAQRSLYRDVMLENYRNLISLGEDSFNMQFLFHSLAMSKPELIICLEARKEPWNVNTEKTARHSVLSSYLTEDILPEQGLQVSFQKVMLRRYERCCLEKLRLRNDWEIVGEWKGQKASYNGLDLCSATTHSKNFQCNKCVKGFSKFANLNKCKISHTGEKPFKCKECGNVSCMSLIMTQQQRIHIGENPYQCKKCGKAFNECSCFTDCKRIHVGEKHCKCEECNNIFKSCSSLAVVEKNHTEKKTYRCEECGKAFNLCSVLTKHKKIHTGEKPYKCEE.... Result: 1 (interaction). (9) The miRNA is hsa-miR-550a-3-5p with sequence AGUGCCUGAGGGAGUAAGAG. The protein sequence of the target gene is METQSTGTEDGFTPVTHRGGRRAKKRQAEQSSAAGQDGEAGRMDTEEARPAKRPVFPPLSGDQLLTGKEETRKIPVPGNRYTPLKENWMKIFTPIVEHLGLQIRFNLKSRNVEIRTCKDTKDVSALTKAADFVKAFVLGFQVEDALALIRLDDLFLESFEITDVKPLKGDHLSRAIGRIAGKGGKTKFTIENVTRTRIVLADVHVHILGSFQNIKMARTAICNLILGNPPSKVYGNIRAVASRSADRF. Result: 0 (no interaction). (10) The miRNA is hsa-miR-4504 with sequence UGUGACAAUAGAGAUGAACAUG. The protein sequence of the target gene is MQRVSGLLSWTLSRVLWLSGLSEPGAARQPRIMEEKALEVYDLIRTIRDPEKPNTLEELEVVSESCVEVQEINEEEYLVIIRFTPTVPHCSLATLIGLCLRVKLQRCLPFKHKLEIYISEGTHSTEEDINKQINDKERVAAAMENPNLREIVEQCVLEPD. Result: 0 (no interaction).